This data is from Reaction yield outcomes from USPTO patents with 853,638 reactions. The task is: Predict the reaction yield, written as a fraction of the theoretical maximum amount of product (1.0 means a 100% yield; for example, 0.34 means a 34% yield). The reactants are Br[C:2]1[N:7]=[C:6]([C@:8]2([CH3:20])[CH2:13][O:12][C@@:11]([CH3:18])([C:14]([F:17])([F:16])[F:15])[C:10]([NH2:19])=[N:9]2)[C:5]([F:21])=[CH:4][CH:3]=1.[C:22]([C:24]1[CH:25]=[C:26]([CH3:33])[C:27]([C:30]([NH2:32])=[O:31])=[N:28][CH:29]=1)#[N:23].CC1(C)C2C(=C(P(C3C=CC=CC=3)C3C=CC=CC=3)C=CC=2)OC2C(P(C3C=CC=CC=3)C3C=CC=CC=3)=CC=CC1=2.C(=O)([O-])[O-].[Cs+].[Cs+]. The catalyst is O1CCOCC1.O.CC(OC)(C)C.C1C=CC(/C=C/C(/C=C/C2C=CC=CC=2)=O)=CC=1.C1C=CC(/C=C/C(/C=C/C2C=CC=CC=2)=O)=CC=1.C1C=CC(/C=C/C(/C=C/C2C=CC=CC=2)=O)=CC=1.[Pd].[Pd]. The product is [NH2:19][C:10]1[C@:11]([CH3:18])([C:14]([F:17])([F:16])[F:15])[O:12][CH2:13][C@:8]([C:6]2[N:7]=[C:2]([NH:32][C:30]([C:27]3[C:26]([CH3:33])=[CH:25][C:24]([C:22]#[N:23])=[CH:29][N:28]=3)=[O:31])[CH:3]=[CH:4][C:5]=2[F:21])([CH3:20])[N:9]=1. The yield is 0.370.